From a dataset of Peptide-MHC class I binding affinity with 185,985 pairs from IEDB/IMGT. Regression. Given a peptide amino acid sequence and an MHC pseudo amino acid sequence, predict their binding affinity value. This is MHC class I binding data. (1) The peptide sequence is FVYVPSAL. The MHC is H-2-Kb with pseudo-sequence H-2-Kb. The binding affinity (normalized) is 0.521. (2) The peptide sequence is YFSGIMVRL. The MHC is HLA-A69:01 with pseudo-sequence HLA-A69:01. The binding affinity (normalized) is 0.0847. (3) The peptide sequence is LNTRRRQL. The MHC is H-2-Db with pseudo-sequence H-2-Db. The binding affinity (normalized) is 0. (4) The peptide sequence is LALEGSLQKR. The MHC is HLA-B35:03 with pseudo-sequence HLA-B35:03. The binding affinity (normalized) is 0. (5) The peptide sequence is QFNFNGHTY. The MHC is HLA-A68:01 with pseudo-sequence HLA-A68:01. The binding affinity (normalized) is 0.422. (6) The peptide sequence is RPAIVVPAF. The MHC is HLA-B46:01 with pseudo-sequence HLA-B46:01. The binding affinity (normalized) is 0.0847. (7) The peptide sequence is LSCAASGFTF. The MHC is HLA-A29:02 with pseudo-sequence HLA-A29:02. The binding affinity (normalized) is 0.331.